Dataset: Peptide-MHC class II binding affinity with 134,281 pairs from IEDB. Task: Regression. Given a peptide amino acid sequence and an MHC pseudo amino acid sequence, predict their binding affinity value. This is MHC class II binding data. (1) The peptide sequence is LEPVKCDTLLCDIGE. The MHC is DRB4_0103 with pseudo-sequence DRB4_0103. The binding affinity (normalized) is 0. (2) The peptide sequence is NMLNIMNRRKRSVTM. The MHC is DRB1_1101 with pseudo-sequence DRB1_1101. The binding affinity (normalized) is 0.922.